Dataset: NCI-60 drug combinations with 297,098 pairs across 59 cell lines. Task: Regression. Given two drug SMILES strings and cell line genomic features, predict the synergy score measuring deviation from expected non-interaction effect. Cell line: LOX IMVI. Drug 2: CC(C)CN1C=NC2=C1C3=CC=CC=C3N=C2N. Synergy scores: CSS=3.33, Synergy_ZIP=4.37, Synergy_Bliss=6.82, Synergy_Loewe=1.30, Synergy_HSA=0.298. Drug 1: CN1C2=C(C=C(C=C2)N(CCCl)CCCl)N=C1CCCC(=O)O.Cl.